The task is: Predict the product of the given reaction.. This data is from Forward reaction prediction with 1.9M reactions from USPTO patents (1976-2016). Given the reactants [Br-:1].[CH2:2]([P+:6]([CH2:32][CH2:33][CH2:34][CH3:35])([CH2:28][CH2:29][CH2:30][CH3:31])[CH2:7][CH2:8][CH2:9][NH:10][C:11](=[O:27])[CH2:12][CH2:13][C:14]1([CH2:19][CH2:20][C:21]([O:23]C(C)C)=[O:22])[O:18][CH2:17][CH2:16][O:15]1)[CH2:3][CH2:4][CH3:5].[Li+].[OH-].O, predict the reaction product. The product is: [Br-:1].[CH2:32]([P+:6]([CH2:2][CH2:3][CH2:4][CH3:5])([CH2:28][CH2:29][CH2:30][CH3:31])[CH2:7][CH2:8][CH2:9][NH:10][C:11](=[O:27])[CH2:12][CH2:13][C:14]1([CH2:19][CH2:20][C:21]([OH:23])=[O:22])[O:18][CH2:17][CH2:16][O:15]1)[CH2:33][CH2:34][CH3:35].